Dataset: Catalyst prediction with 721,799 reactions and 888 catalyst types from USPTO. Task: Predict which catalyst facilitates the given reaction. (1) Product: [CH3:10][O:9][CH2:8][C:6]1[N:5]=[CH:4][N:3]=[C:2]([NH:63][C:64](=[O:66])[O:65][C:18]([CH3:44])([CH3:19])[CH3:17])[CH:7]=1. Reactant: Cl[C:2]1[CH:7]=[C:6]([CH2:8][O:9][CH3:10])[N:5]=[CH:4][N:3]=1.C([O-])([O-])=O.[Cs+].[Cs+].[CH3:17][C:18]1(C)[C:44]2C(=C(P(C3C=CC=CC=3)C3C=CC=CC=3)C=CC=2)OC2C(P(C3C=CC=CC=3)C3C=CC=CC=3)=CC=C[C:19]1=2.C([NH:63][C:64](=[O:66])[O-:65])(C)(C)C. The catalyst class is: 62. (2) Product: [CH2:18]([O:17][C:15]([N:11]1[CH2:12][CH2:13][C:14]2[C:6]3[C:4]([OH:5])=[N:23][C:22]([CH3:21])=[N:20][C:7]=3[S:8][C:9]=2[CH2:10]1)=[O:16])[CH3:19]. The catalyst class is: 89. Reactant: C(O[C:4]([C:6]1[C:14]2[CH2:13][CH2:12][N:11]([C:15]([O:17][CH2:18][CH3:19])=[O:16])[CH2:10][C:9]=2[S:8][C:7]=1[NH2:20])=[O:5])C.[CH3:21][C:22]#[N:23]. (3) Reactant: [OH:1][C:2]1[CH:9]=[CH:8][C:5]([C:6]#[N:7])=[CH:4][CH:3]=1.Br[CH2:11][CH2:12][CH2:13][OH:14].[OH-].[Na+]. Product: [OH:14][CH2:13][CH2:12][CH2:11][O:1][C:2]1[CH:9]=[CH:8][C:5]([C:6]#[N:7])=[CH:4][CH:3]=1. The catalyst class is: 11. (4) Reactant: [CH3:1][O:2][C:3]1[CH:4]=[C:5]([NH:11][C:12](=[NH:22])[CH2:13][C:14](=[O:21])[C:15]2[CH:20]=[CH:19][CH:18]=[CH:17][CH:16]=2)[CH:6]=[CH:7][C:8]=1[O:9][CH3:10].[C:23](OC)(=[O:26])[C:24]#[CH:25]. Product: [NH2:22][C:12]1[N:11]([C:5]2[CH:6]=[CH:7][C:8]([O:9][CH3:10])=[C:3]([O:2][CH3:1])[CH:4]=2)[C:23](=[O:26])[CH:24]=[CH:25][C:13]=1[C:14](=[O:21])[C:15]1[CH:20]=[CH:19][CH:18]=[CH:17][CH:16]=1. The catalyst class is: 5. (5) Reactant: C(O[BH-](OC(=O)C)OC(=O)C)(=O)C.[Na+].[CH:15]1([NH:18][C:19](=[O:47])[C:20]2[CH:25]=[C:24]([N:26]3[CH:31]=[CH:30][N:29]=[C:28]([NH:32][C@@H:33]([C:38]4[CH:43]=[CH:42][CH:41]=[CH:40][CH:39]=4)[C@@H:34]([CH3:37])[CH:35]=O)[C:27]3=[O:44])[C:23]([CH3:45])=[C:22]([F:46])[CH:21]=2)[CH2:17][CH2:16]1.[NH:48]1[CH2:52][CH2:51][CH2:50][CH2:49]1.CCN(C(C)C)C(C)C.C(=O)(O)[O-].[Na+]. Product: [CH:15]1([NH:18][C:19](=[O:47])[C:20]2[CH:25]=[C:24]([N:26]3[CH:31]=[CH:30][N:29]=[C:28]([NH:32][C@@H:33]([C:38]4[CH:39]=[CH:40][CH:41]=[CH:42][CH:43]=4)[C@@H:34]([CH3:37])[CH2:35][N:48]4[CH2:52][CH2:51][CH2:50][CH2:49]4)[C:27]3=[O:44])[C:23]([CH3:45])=[C:22]([F:46])[CH:21]=2)[CH2:17][CH2:16]1. The catalyst class is: 2. (6) Reactant: [C:1]([C:3]1[CH:14]=[CH:13][C:6]([CH2:7]OS(C)(=O)=O)=[C:5]([F:15])[CH:4]=1)#[CH:2].[CH2:16]([N:18](CC)[CH2:19][CH3:20])[CH3:17].C(NCC)C. The catalyst class is: 115. Product: [CH2:16]([N:18]([CH2:19][CH3:20])[CH2:7][C:6]1[CH:13]=[CH:14][C:3]([C:1]#[CH:2])=[CH:4][C:5]=1[F:15])[CH3:17]. (7) Reactant: [O:1]1[CH2:6][CH2:5][CH2:4][CH2:3][CH:2]1[CH2:7][NH2:8].C(N(CC)CC)C.O1CCCC1.[C:21](Cl)(=[O:30])/[CH:22]=[CH:23]/[CH2:24][CH2:25][CH2:26][CH2:27][CH2:28][CH3:29]. Product: [O:1]1[CH2:6][CH2:5][CH2:4][CH2:3][CH:2]1[CH2:7][NH:8][C:21](=[O:30])/[CH:22]=[CH:23]/[CH2:24][CH2:25][CH2:26][CH2:27][CH2:28][CH3:29]. The catalyst class is: 6. (8) Reactant: [CH:1]1([CH2:4][NH:5][CH2:6][CH:7]2[CH2:12][CH2:11][NH:10][CH2:9][CH2:8]2)[CH2:3][CH2:2]1.Cl[C:14]([O:16][C:17]1[CH:22]=[CH:21][C:20]([O:23][C:24]2[CH:29]=[CH:28][C:27]([C:30]([F:33])([F:32])[F:31])=[CH:26][N:25]=2)=[CH:19][CH:18]=1)=[O:15].C1(O)C=CC=CC=1. Product: [F:32][C:30]([F:31])([F:33])[C:27]1[CH:28]=[CH:29][C:24]([O:23][C:20]2[CH:21]=[CH:22][C:17]([O:16][C:14]([N:10]3[CH2:11][CH2:12][CH:7]([CH2:6][NH:5][CH2:4][CH:1]4[CH2:2][CH2:3]4)[CH2:8][CH2:9]3)=[O:15])=[CH:18][CH:19]=2)=[N:25][CH:26]=1. The catalyst class is: 4. (9) Reactant: [OH:1][C:2]1[CH:7]=[C:6]([O:8][CH2:9][CH2:10][O:11][CH3:12])[CH:5]=[CH:4][C:3]=1/[CH:13]=[CH:14]/[C:15]([O:17][CH2:18][CH3:19])=[O:16].Br[C:21]1[S:22][C:23]([Br:26])=[CH:24][N:25]=1.C(=O)([O-])[O-].[K+].[K+].O. The catalyst class is: 9. Product: [Br:26][C:23]1[S:22][C:21]([O:1][C:2]2[CH:7]=[C:6]([O:8][CH2:9][CH2:10][O:11][CH3:12])[CH:5]=[CH:4][C:3]=2/[CH:13]=[CH:14]/[C:15]([O:17][CH2:18][CH3:19])=[O:16])=[N:25][CH:24]=1.